Task: Predict the reactants needed to synthesize the given product.. Dataset: Full USPTO retrosynthesis dataset with 1.9M reactions from patents (1976-2016) Given the product [CH3:20][N:19]1[C:15]2[CH:14]=[C:13]([CH:11]([C:8]3[N:6]4[N:7]=[C:2]([C:35]5[CH:34]=[N:33][N:32]([CH2:31][CH2:30][O:29][CH:24]6[CH2:25][CH2:26][CH2:27][CH2:28][O:23]6)[CH:36]=5)[CH:3]=[CH:4][C:5]4=[N:10][CH:9]=3)[CH3:12])[CH:22]=[CH:21][C:16]=2[N:17]=[CH:18]1, predict the reactants needed to synthesize it. The reactants are: Cl[C:2]1[CH:3]=[CH:4][C:5]2[N:6]([C:8]([CH:11]([C:13]3[CH:22]=[CH:21][C:16]4[N:17]=[CH:18][N:19]([CH3:20])[C:15]=4[CH:14]=3)[CH3:12])=[CH:9][N:10]=2)[N:7]=1.[O:23]1[CH2:28][CH2:27][CH2:26][CH2:25][CH:24]1[O:29][CH2:30][CH2:31][N:32]1[CH:36]=[C:35](B2OC(C)(C)C(C)(C)O2)[CH:34]=[N:33]1.